From a dataset of Forward reaction prediction with 1.9M reactions from USPTO patents (1976-2016). Predict the product of the given reaction. The product is: [F:38][C:4]1[CH:3]=[C:2]([NH:1][C:60]([NH:59][C:57](=[O:58])[CH2:56][C:53]2[CH:54]=[CH:55][C:50]([F:49])=[CH:51][CH:52]=2)=[S:61])[CH:37]=[CH:36][C:5]=1[O:6][C:7]1[CH:12]=[CH:11][N:10]=[C:9]2[CH:13]=[C:14]([C:16]3[CH:35]=[CH:34][CH:33]=[C:18]([CH2:19][CH2:20][NH:21][CH2:29][CH2:30][O:31][CH3:32])[CH:17]=3)[S:15][C:8]=12. Given the reactants [NH2:1][C:2]1[CH:37]=[CH:36][C:5]([O:6][C:7]2[CH:12]=[CH:11][N:10]=[C:9]3[CH:13]=[C:14]([C:16]4[CH:17]=[C:18]([CH:33]=[CH:34][CH:35]=4)[CH2:19][CH2:20][N:21]([CH2:29][CH2:30][O:31][CH3:32])C(=O)OC(C)(C)C)[S:15][C:8]=23)=[C:4]([F:38])[CH:3]=1.C(O)C.C1(C)C=CC=CC=1.[F:49][C:50]1[CH:55]=[CH:54][C:53]([CH2:56][C:57]([N:59]=[C:60]=[S:61])=[O:58])=[CH:52][CH:51]=1.FC(F)(F)C(O)=O, predict the reaction product.